From a dataset of Full USPTO retrosynthesis dataset with 1.9M reactions from patents (1976-2016). Predict the reactants needed to synthesize the given product. (1) Given the product [CH:40]1([N:37]([CH2:38][CH3:39])[C:34]2[N:33]=[CH:32][C:31]([CH2:30][N:22]([C:23]3[CH:24]=[CH:25][C:26]([F:29])=[CH:27][CH:28]=3)[C:21]([CH:20]3[CH2:19][C:18]4[C:13](=[CH:14][CH:15]=[CH:16][CH:17]=4)[CH2:12][NH:11]3)=[O:43])=[CH:36][CH:35]=2)[CH2:42][CH2:41]1, predict the reactants needed to synthesize it. The reactants are: C(OC([N:11]1[CH:20]([C:21](=[O:43])[N:22]([CH2:30][C:31]2[CH:32]=[N:33][C:34]([N:37]([CH:40]3[CH2:42][CH2:41]3)[CH2:38][CH3:39])=[CH:35][CH:36]=2)[C:23]2[CH:28]=[CH:27][C:26]([F:29])=[CH:25][CH:24]=2)[CH2:19][C:18]2[C:13](=[CH:14][CH:15]=[CH:16][CH:17]=2)[CH2:12]1)=O)C1C=CC=CC=1.[H][H]. (2) Given the product [Cl:1][C:2]1[CH:3]=[C:4]([C:8]2[C:17]3[C:12](=[CH:13][CH:14]=[C:15]([C:18]([OH:37])([C:31]4[N:35]([CH3:36])[CH:34]=[N:33][CH:32]=4)[C:19]4[CH:20]=[CH:21][C:22]([C:23]([OH:25])=[O:24])=[CH:29][CH:30]=4)[CH:16]=3)[N:11]([CH3:38])[C:10](=[O:39])[CH:9]=2)[CH:5]=[CH:6][CH:7]=1, predict the reactants needed to synthesize it. The reactants are: [Cl:1][C:2]1[CH:3]=[C:4]([C:8]2[C:17]3[C:12](=[CH:13][CH:14]=[C:15]([C:18]([OH:37])([C:31]4[N:35]([CH3:36])[CH:34]=[N:33][CH:32]=4)[C:19]4[CH:30]=[CH:29][C:22]([C:23]([O:25]C(C)C)=[O:24])=[CH:21][CH:20]=4)[CH:16]=3)[N:11]([CH3:38])[C:10](=[O:39])[CH:9]=2)[CH:5]=[CH:6][CH:7]=1.[Li+].[OH-]. (3) Given the product [CH3:1][O:2][CH2:3][CH2:4][C:5]1[CH:6]=[C:7]([NH:14][C:15](=[O:21])[O:16][C:17]([CH3:19])([CH3:18])[CH3:20])[C:8]2[O:12][CH2:11][O:10][C:9]=2[CH:13]=1, predict the reactants needed to synthesize it. The reactants are: [CH3:1][O:2]/[CH:3]=[CH:4]/[C:5]1[CH:6]=[C:7]([NH:14][C:15](=[O:21])[O:16][C:17]([CH3:20])([CH3:19])[CH3:18])[C:8]2[O:12][CH2:11][O:10][C:9]=2[CH:13]=1.